From a dataset of Forward reaction prediction with 1.9M reactions from USPTO patents (1976-2016). Predict the product of the given reaction. (1) Given the reactants [N-:1]=[N+:2]=[N-:3].[Na+].I[CH2:6][C:7]1([C:20]([O:22][CH3:23])=[O:21])[CH2:12][CH2:11][N:10]([C:13]([O:15][C:16]([CH3:19])([CH3:18])[CH3:17])=[O:14])[CH2:9][CH2:8]1, predict the reaction product. The product is: [N:1]([CH2:6][C:7]1([C:20]([O:22][CH3:23])=[O:21])[CH2:8][CH2:9][N:10]([C:13]([O:15][C:16]([CH3:17])([CH3:18])[CH3:19])=[O:14])[CH2:11][CH2:12]1)=[N+:2]=[N-:3]. (2) Given the reactants FC1C=C(O)C=CC=1F.[F:10][C:11]1[C:16]([F:17])=[CH:15][C:14](B2OC(=O)CN(C)CC(=O)O2)=[C:13]([O:29][C@H:30]([CH2:32][CH:33]=[CH2:34])[CH3:31])[CH:12]=1, predict the reaction product. The product is: [F:17][C:16]1[CH:15]=[CH:14][C:13]([O:29][C@H:30]([CH2:32][CH:33]=[CH2:34])[CH3:31])=[CH:12][C:11]=1[F:10]. (3) Given the reactants C(=O)([O-])[O-].[K+].[K+].[I-].[Na+].[NH:9]1[C:13]2[CH:14]=[CH:15][CH:16]=[CH:17][C:12]=2[N:11]=[C:10]1[CH2:18][N:19]1[CH:24]=[CH:23][C:22]2[O:25][C:26]([CH3:28])=[CH:27][C:21]=2[C:20]1=[O:29].Cl[CH2:31][CH2:32][O:33][C:34]1[CH:51]=[CH:50][C:37]2[N:38]([CH2:48][CH3:49])[C:39](=[O:47])[C:40]([CH3:46])([CH3:45])[C:41](=[O:44])[N:42]([CH3:43])[C:36]=2[CH:35]=1, predict the reaction product. The product is: [CH2:48]([N:38]1[C:39](=[O:47])[C:40]([CH3:46])([CH3:45])[C:41](=[O:44])[N:42]([CH3:43])[C:36]2[CH:35]=[C:34]([O:33][CH2:32][CH2:31][N:9]3[C:13]4[CH:14]=[CH:15][CH:16]=[CH:17][C:12]=4[N:11]=[C:10]3[CH2:18][N:19]3[CH:24]=[CH:23][C:22]4[O:25][C:26]([CH3:28])=[CH:27][C:21]=4[C:20]3=[O:29])[CH:51]=[CH:50][C:37]1=2)[CH3:49].